From a dataset of NCI-60 drug combinations with 297,098 pairs across 59 cell lines. Regression. Given two drug SMILES strings and cell line genomic features, predict the synergy score measuring deviation from expected non-interaction effect. Drug 1: C1=NC2=C(N1)C(=S)N=C(N2)N. Drug 2: CC1=C(C(=CC=C1)Cl)NC(=O)C2=CN=C(S2)NC3=CC(=NC(=N3)C)N4CCN(CC4)CCO. Cell line: SN12C. Synergy scores: CSS=27.6, Synergy_ZIP=-8.71, Synergy_Bliss=-4.15, Synergy_Loewe=-0.101, Synergy_HSA=1.24.